Dataset: Catalyst prediction with 721,799 reactions and 888 catalyst types from USPTO. Task: Predict which catalyst facilitates the given reaction. (1) Reactant: C1(C)C=CC(S([O-])(=O)=O)=CC=1.[NH+]1C=CC=CC=1.[CH3:18][O:19][C:20](=[O:75])[C:21]1[CH:26]=[CH:25][C:24]([CH3:27])=[C:23]([N:28]2[C:33]([CH3:34])=[CH:32][C:31]([O:35][CH2:36][C:37]3[CH:42]=[CH:41][CH:40]=[CH:39][C:38]=3[CH2:43][NH:44][C:45]([NH:47][C:48]3[N:49]([C:57]4[CH:62]=[CH:61][CH:60]=[C:59]([O:63][CH2:64][CH2:65][O:66]C5CCCCO5)[CH:58]=4)[N:50]=[C:51]([C:53]([CH3:56])([CH3:55])[CH3:54])[CH:52]=3)=[O:46])=[C:30]([Cl:73])[C:29]2=[O:74])[CH:22]=1. Product: [CH3:18][O:19][C:20](=[O:75])[C:21]1[CH:26]=[CH:25][C:24]([CH3:27])=[C:23]([N:28]2[C:33]([CH3:34])=[CH:32][C:31]([O:35][CH2:36][C:37]3[CH:42]=[CH:41][CH:40]=[CH:39][C:38]=3[CH2:43][NH:44][C:45]([NH:47][C:48]3[N:49]([C:57]4[CH:62]=[CH:61][CH:60]=[C:59]([O:63][CH2:64][CH2:65][OH:66])[CH:58]=4)[N:50]=[C:51]([C:53]([CH3:56])([CH3:55])[CH3:54])[CH:52]=3)=[O:46])=[C:30]([Cl:73])[C:29]2=[O:74])[CH:22]=1. The catalyst class is: 5. (2) Reactant: CC12C3(C)[N:6]4[CH2:7][CH2:8][CH2:9][N:10]3[CH2:11][CH2:12][N:13]1[CH2:14][CH:15]([C:17]([O:19]C)=[O:18])[CH2:16][N:3]2[CH2:4][CH2:5]4.Cl. Product: [NH:6]1[CH2:7][CH2:8][CH2:9][NH:10][CH2:11][CH2:12][NH:13][CH2:14][CH:15]([C:17]([OH:19])=[O:18])[CH2:16][NH:3][CH2:4][CH2:5]1. The catalyst class is: 8. (3) Reactant: [OH:1][C:2]1[C:3]([C:13]#[N:14])=[CH:4][C:5]2[C:6](=[O:12])[CH2:7][CH2:8][CH2:9][C:10]=2[CH:11]=1.[CH3:15][O:16][C:17]1[CH:18]=[C:19]([CH:24]=[CH:25][CH:26]=1)[C:20](=[O:23])[CH2:21]Br.C(=O)([O-])[O-].[K+].[K+].C(OCC)(=O)C. Product: [NH2:14][C:13]1[C:3]2[CH:4]=[C:5]3[C:10]([CH2:9][CH2:8][CH2:7][C:6]3=[O:12])=[CH:11][C:2]=2[O:1][C:21]=1[C:20](=[O:23])[C:19]1[CH:24]=[CH:25][CH:26]=[C:17]([O:16][CH3:15])[CH:18]=1. The catalyst class is: 35. (4) Reactant: Cl[C:2]1[C:3]2[S:10][C:9]([C:11]3[CH:12]=[N:13][N:14]([CH2:16][CH2:17][N:18]4[CH2:23][CH2:22][O:21][CH2:20][CH2:19]4)[CH:15]=3)=[CH:8][C:4]=2[N:5]=[CH:6][N:7]=1.[N:24]1([C:30]([O:32][C:33]([CH3:36])([CH3:35])[CH3:34])=[O:31])[CH2:29][CH2:28][NH:27][CH2:26][CH2:25]1.C(N(CC)C(C)C)(C)C. Product: [O:21]1[CH2:22][CH2:23][N:18]([CH2:17][CH2:16][N:14]2[CH:15]=[C:11]([C:9]3[S:10][C:3]4[C:2]([N:27]5[CH2:26][CH2:25][N:24]([C:30]([O:32][C:33]([CH3:36])([CH3:35])[CH3:34])=[O:31])[CH2:29][CH2:28]5)=[N:7][CH:6]=[N:5][C:4]=4[CH:8]=3)[CH:12]=[N:13]2)[CH2:19][CH2:20]1. The catalyst class is: 10. (5) Reactant: [Br:1][C:2]1[CH:3]=[C:4]2[C:9](=[O:10])[O:8][C:6](=O)[C:5]2=[CH:11][CH:12]=1.N1C=CC=CC=1.[CH:19]([N:22]([CH:35]([CH3:37])[CH3:36])[CH2:23][CH2:24][O:25][C:26]1[CH:31]=[CH:30][C:29]([NH2:32])=[CH:28][C:27]=1[O:33][CH3:34])([CH3:21])[CH3:20]. Product: [Br:1][C:2]1[CH:3]=[C:4]2[C:5](=[CH:11][CH:12]=1)[C:6](=[O:8])[N:32]([C:29]1[CH:30]=[CH:31][C:26]([O:25][CH2:24][CH2:23][N:22]([CH:19]([CH3:21])[CH3:20])[CH:35]([CH3:37])[CH3:36])=[C:27]([O:33][CH3:34])[CH:28]=1)[C:9]2=[O:10]. The catalyst class is: 277. (6) Reactant: [OH:1][CH2:2][C@H:3]1[N:8]([CH2:9][C:10]([CH3:12])=[CH2:11])[CH2:7][CH2:6][N:5]([C:13]([O:15][C:16]([CH3:19])([CH3:18])[CH3:17])=[O:14])[CH2:4]1.[I:20]N1C(=O)CCC1=O.C(=O)([O-])[O-].[K+].[K+]. Product: [I:20][CH2:11][C:10]1([CH3:12])[O:1][CH2:2][C@@H:3]2[CH2:4][N:5]([C:13]([O:15][C:16]([CH3:19])([CH3:18])[CH3:17])=[O:14])[CH2:6][CH2:7][N:8]2[CH2:9]1. The catalyst class is: 10. (7) Reactant: [N:1]1[CH:6]=[CH:5][CH:4]=[CH:3][C:2]=1[C:7]1[C:11]([C:12]([F:15])([F:14])[F:13])=[C:10]([C:16]([OH:18])=O)[O:9][N:8]=1.CN(C=O)C.C(Cl)(=O)C(Cl)=O.[OH:30][CH:31]([C:45]1[CH:50]=[CH:49][C:48](/[C:51](=[N:53]/O)/[NH2:52])=[CH:47][CH:46]=1)[CH2:32][N:33]1[CH2:38][CH2:37][CH2:36][C@H:35]([CH2:39][C:40]([O:42][CH2:43][CH3:44])=[O:41])[CH2:34]1. Product: [OH:30][CH:31]([C:45]1[CH:50]=[CH:49][C:48]([C:51]2[N:53]=[C:16]([C:10]3[O:9][N:8]=[C:7]([C:2]4[CH:3]=[CH:4][CH:5]=[CH:6][N:1]=4)[C:11]=3[C:12]([F:13])([F:14])[F:15])[O:18][N:52]=2)=[CH:47][CH:46]=1)[CH2:32][N:33]1[CH2:38][CH2:37][CH2:36][C@H:35]([CH2:39][C:40]([O:42][CH2:43][CH3:44])=[O:41])[CH2:34]1. The catalyst class is: 4. (8) Reactant: [F:1][C:2]1[CH:3]=[CH:4][C:5]2[C@@:11]3([CH3:25])[N:12]=[C:13]([NH:16]C(=O)C4C=CC=CC=4)[S:14][CH2:15][C@H:10]3[CH2:9][O:8][C:6]=2[CH:7]=1.N1C=CC=CC=1.CO[NH3+].[Cl-]. Product: [F:1][C:2]1[CH:3]=[CH:4][C:5]2[C@@:11]3([CH3:25])[N:12]=[C:13]([NH2:16])[S:14][CH2:15][C@H:10]3[CH2:9][O:8][C:6]=2[CH:7]=1. The catalyst class is: 8. (9) Reactant: C([O:4][C@@H:5]1[C@@H:10]([O:11]C(=O)C)[C@H:9]([O:15]C(=O)C)[C@@H:8]([CH2:19][O:20]C(=O)C)[O:7][C@H:6]1[N:24]1[C:32]2[C:27](=[CH:28][CH:29]=[C:30]([CH3:33])[CH:31]=2)[C:26]([S:34][C:35]2[CH:40]=[CH:39][C:38]([O:41][CH3:42])=[CH:37][CH:36]=2)=[CH:25]1)(=O)C.C[O-].[Na+].C(O)(=O)C. Product: [C@@H:6]1([N:24]2[C:32]3[C:27](=[CH:28][CH:29]=[C:30]([CH3:33])[CH:31]=3)[C:26]([S:34][C:35]3[CH:40]=[CH:39][C:38]([O:41][CH3:42])=[CH:37][CH:36]=3)=[CH:25]2)[O:7][C@H:8]([CH2:19][OH:20])[C@@H:9]([OH:15])[C@H:10]([OH:11])[C@H:5]1[OH:4]. The catalyst class is: 98.